Dataset: Reaction yield outcomes from USPTO patents with 853,638 reactions. Task: Predict the reaction yield, written as a fraction of the theoretical maximum amount of product (1.0 means a 100% yield; for example, 0.34 means a 34% yield). The reactants are [CH:1]1([C:6]([C:8]2[CH:13]=[C:12]([CH3:14])[CH:11]=[CH:10][C:9]=2[NH:15][C:16](=[O:27])[NH:17][C:18]2[S:19][CH:20]=[C:21]([CH2:23][C:24]([OH:26])=[O:25])[N:22]=2)=[O:7])[CH2:5][CH2:4][CH2:3][CH2:2]1.[Cl:28]N1C(=O)CCC1=O. The catalyst is C(#N)C. The product is [Cl:28][C:20]1[S:19][C:18]([NH:17][C:16]([NH:15][C:9]2[CH:10]=[CH:11][C:12]([CH3:14])=[CH:13][C:8]=2[C:6]([CH:1]2[CH2:5][CH2:4][CH2:3][CH2:2]2)=[O:7])=[O:27])=[N:22][C:21]=1[CH2:23][C:24]([OH:26])=[O:25]. The yield is 0.240.